This data is from Peptide-MHC class I binding affinity with 185,985 pairs from IEDB/IMGT. The task is: Regression. Given a peptide amino acid sequence and an MHC pseudo amino acid sequence, predict their binding affinity value. This is MHC class I binding data. (1) The peptide sequence is YTSDYFISY. The MHC is HLA-A03:01 with pseudo-sequence HLA-A03:01. The binding affinity (normalized) is 0.473. (2) The peptide sequence is RQADILRQF. The MHC is HLA-A02:01 with pseudo-sequence HLA-A02:01. The binding affinity (normalized) is 0.0847. (3) The peptide sequence is SDSGSGFWK. The MHC is Mamu-B3901 with pseudo-sequence Mamu-B3901. The binding affinity (normalized) is 0.205. (4) The peptide sequence is KRIRLKHIF. The MHC is HLA-B35:01 with pseudo-sequence HLA-B35:01. The binding affinity (normalized) is 0.0847.